Dataset: Catalyst prediction with 721,799 reactions and 888 catalyst types from USPTO. Task: Predict which catalyst facilitates the given reaction. Reactant: [N+:1]([O:4][CH:5]([CH2:33][O:34][N+:35]([O-:37])=[O:36])[CH2:6][O:7][C:8]([O:10][CH2:11]/[C:12](/[C:23]1[CH:28]=[CH:27][C:26]([S:29]([CH3:32])(=[O:31])=[O:30])=[CH:25][CH:24]=1)=[C:13](/[C:17]1[CH:22]=[CH:21][CH:20]=[CH:19][CH:18]=1)\[C:14]([OH:16])=[O:15])=[O:9])([O-:3])=[O:2].[N+](=[CH:40][CH3:41])=[N-]. Product: [N+:1]([O:4][CH:5]([CH2:33][O:34][N+:35]([O-:37])=[O:36])[CH2:6][O:7][C:8]([O:10][CH2:11]/[C:12](/[C:23]1[CH:24]=[CH:25][C:26]([S:29]([CH3:32])(=[O:30])=[O:31])=[CH:27][CH:28]=1)=[C:13](/[C:17]1[CH:18]=[CH:19][CH:20]=[CH:21][CH:22]=1)\[C:14]([O:16][CH2:40][CH3:41])=[O:15])=[O:9])([O-:3])=[O:2]. The catalyst class is: 165.